Dataset: HIV replication inhibition screening data with 41,000+ compounds from the AIDS Antiviral Screen. Task: Binary Classification. Given a drug SMILES string, predict its activity (active/inactive) in a high-throughput screening assay against a specified biological target. (1) The drug is CC1(C)CC(=O)C2=C(C1)SC(=C1SC3=C(S1)C(=O)CC(C)(C)C3)S2. The result is 0 (inactive). (2) The drug is c1ccc(-c2cc(N3CCOCC3)c3ccccc3n2)cc1. The result is 0 (inactive). (3) The drug is N[Co-4](N)(N)(N)(N)[NH+]1N=NC(c2[nH]nn[nH+]2)=N1.[Cl-]. The result is 0 (inactive). (4) The drug is O=C1C(=Cc2ccccc2Cl)COc2ccccc21. The result is 0 (inactive). (5) The result is 0 (inactive). The compound is CCOC(=O)C(=O)N1C(C)=C(C(=O)OCC)CC(C(=O)OCC)=C1C. (6) The molecule is C1=CC(=NN=P(c2ccccc2)(c2ccccc2)c2ccccc2)C=C1. The result is 0 (inactive).